The task is: Predict which catalyst facilitates the given reaction.. This data is from Catalyst prediction with 721,799 reactions and 888 catalyst types from USPTO. (1) Reactant: C([O:8][C:9]1[C:18](=[O:19])[N:17]2[C:12]([CH:13]([CH3:20])[O:14][CH2:15][CH2:16]2)=[N:11][C:10]=1[C:21]([O:23][CH2:24][CH3:25])=[O:22])C1C=CC=CC=1.[H][H]. Product: [OH:8][C:9]1[C:18](=[O:19])[N:17]2[C:12]([CH:13]([CH3:20])[O:14][CH2:15][CH2:16]2)=[N:11][C:10]=1[C:21]([O:23][CH2:24][CH3:25])=[O:22]. The catalyst class is: 604. (2) Reactant: [CH3:1][O:2][C:3]1[CH:4]=[C:5]2[C:10](=[CH:11][C:12]=1[O:13][CH3:14])[CH:9]=[N:8][CH2:7][CH2:6]2.[CH3:15][CH2:16][OH:17].[CH2:18]([C@@H:22]1[CH2:39][N:26]2[CH2:27][CH2:28][C:29]3[C:34]([C@H:25]2[CH2:24][C:23]1=[O:40])=[CH:33][C:32]([O:35][CH3:36])=[C:31]([O:37][CH3:38])[CH:30]=3)[CH:19]([CH3:21])[CH3:20]. Product: [CH3:21][CH:19]([CH2:18][C@H:22]1[C:23](=[O:40])[CH2:24][C@H:25]2[N:26]([CH2:27][CH2:28][C:29]3[C:34]2=[CH:33][C:32]([O:35][CH3:36])=[C:31]([O:37][CH3:38])[CH:30]=3)[CH2:39]1)[CH3:20].[CH3:20][CH:19]([CH2:18][C@@H:22]1[C:16](=[O:17])[CH2:15][C@@H:9]2[N:8]([CH2:7][CH2:6][C:5]3[C:10]2=[CH:11][C:12]([O:13][CH3:14])=[C:3]([O:2][CH3:1])[CH:4]=3)[CH2:23]1)[CH3:21]. The catalyst class is: 6. (3) Reactant: [Br:1][C:2]1[CH:7]=[CH:6][C:5]([OH:8])=[CH:4][C:3]=1[Cl:9].[H-].[Na+].[CH2:12](Cl)[C:13]1[CH:18]=[CH:17][CH:16]=[CH:15][CH:14]=1. Product: [Br:1][C:2]1[CH:7]=[CH:6][C:5]([O:8][CH2:12][C:13]2[CH:18]=[CH:17][CH:16]=[CH:15][CH:14]=2)=[CH:4][C:3]=1[Cl:9]. The catalyst class is: 9. (4) Reactant: [CH2:1]([N:3]([CH2:23][CH3:24])[C:4](=[O:22])[C:5]1[CH:10]=[CH:9][C:8](/[CH:11]=[CH:12]/B2OC(C)(C)C(C)(C)O2)=[CH:7][CH:6]=1)[CH3:2].Cl[C:26]1[CH:31]=[C:30]([C:32]2[NH:41][C:35]3[N:36]=[CH:37][NH:38][C:39](=[O:40])[C:34]=3[CH:33]=2)[CH:29]=[CH:28][N:27]=1.C([O-])([O-])=O.[Na+].[Na+]. Product: [CH2:23]([N:3]([CH2:1][CH3:2])[C:4](=[O:22])[C:5]1[CH:6]=[CH:7][C:8](/[CH:11]=[CH:12]/[C:28]2[CH:29]=[C:30]([C:32]3[NH:41][C:35]4[N:36]=[CH:37][NH:38][C:39](=[O:40])[C:34]=4[CH:33]=3)[CH:31]=[CH:26][N:27]=2)=[CH:9][CH:10]=1)[CH3:24]. The catalyst class is: 259. (5) Reactant: CS(O[CH2:6][CH2:7][CH2:8][CH:9]1[CH2:14][CH2:13][N:12]([C:15]([O:17][CH:18]([CH3:20])[CH3:19])=[O:16])[CH2:11][CH2:10]1)(=O)=O.C([O-])([O-])=O.[Cs+].[Cs+].[N-:27]=[N+:28]=[N-:29].[Na+]. Product: [N:27]([CH2:6][CH2:7][CH2:8][CH:9]1[CH2:14][CH2:13][N:12]([C:15]([O:17][CH:18]([CH3:20])[CH3:19])=[O:16])[CH2:11][CH2:10]1)=[N+:28]=[N-:29]. The catalyst class is: 215. (6) Reactant: [C:1]1([S:7]([C:10]2[C:18]3[C:13](=[CH:14][CH:15]=[C:16]([O:19][CH2:20][CH2:21]OS(C4C=CC(C)=CC=4)(=O)=O)[CH:17]=3)[NH:12][N:11]=2)(=[O:9])=[O:8])[CH:6]=[CH:5][CH:4]=[CH:3][CH:2]=1.[CH:33]1([NH2:38])[CH2:37][CH2:36][CH2:35]C1. Product: [C:1]1([S:7]([C:10]2[C:18]3[C:13](=[CH:14][CH:15]=[C:16]([O:19][CH2:20][CH2:21][N:38]4[CH2:33][CH2:37][CH2:36][CH2:35]4)[CH:17]=3)[NH:12][N:11]=2)(=[O:8])=[O:9])[CH:6]=[CH:5][CH:4]=[CH:3][CH:2]=1. The catalyst class is: 1. (7) Reactant: [F:1][C:2]1[CH:24]=[CH:23][C:5]([CH:6]=[C:7]2[CH2:16][CH2:15][C:14]3[CH:13]=[C:12]([C:17]([O:19]CC)=[O:18])[CH:11]=[CH:10][C:9]=3[C:8]2=O)=[CH:4][CH:3]=1.[NH:25]([C:27]1[CH:28]=[C:29]2[C:34](=[CH:35][CH:36]=1)[C:33](=[O:37])[NH:32][CH2:31][CH2:30]2)[NH2:26].C(O)C.[O-]CC.[Na+]. Product: [F:1][C:2]1[CH:24]=[CH:23][C:5]([CH:6]2[CH:7]3[C:8]([C:9]4[CH:10]=[CH:11][C:12]([C:17]([OH:19])=[O:18])=[CH:13][C:14]=4[CH2:15][CH2:16]3)=[N:26][N:25]2[C:27]2[CH:28]=[C:29]3[C:34](=[CH:35][CH:36]=2)[C:33](=[O:37])[NH:32][CH2:31][CH2:30]3)=[CH:4][CH:3]=1. The catalyst class is: 9. (8) Reactant: [Br:1][C:2]1[CH:3]=[C:4]2[C:9](=[CH:10][CH:11]=1)[N:8]=[CH:7][C:6]([N+:12]([O-:14])=[O:13])=[C:5]2Cl.[C:16]([O:20][C:21](=[O:32])[NH:22][CH2:23][CH2:24][C:25]1[CH:30]=[CH:29][C:28]([NH2:31])=[CH:27][CH:26]=1)([CH3:19])([CH3:18])[CH3:17].O. Product: [C:16]([O:20][C:21](=[O:32])[NH:22][CH2:23][CH2:24][C:25]1[CH:30]=[CH:29][C:28]([NH:31][C:5]2[C:4]3[C:9](=[CH:10][CH:11]=[C:2]([Br:1])[CH:3]=3)[N:8]=[CH:7][C:6]=2[N+:12]([O-:14])=[O:13])=[CH:27][CH:26]=1)([CH3:19])([CH3:17])[CH3:18]. The catalyst class is: 15. (9) Reactant: [Br:1][C:2]1[CH:3]=[CH:4][C:5](/[CH:13]=[CH:14]/[CH3:15])=[C:6]2[C:10]=1[N:9]([CH3:11])[N:8]=[C:7]2[NH2:12].C(N(CC)C(C)C)(C)C.[CH3:25][S:26](Cl)(=[O:28])=[O:27]. The catalyst class is: 34. Product: [Br:1][C:2]1[CH:3]=[CH:4][C:5](/[CH:13]=[CH:14]/[CH3:15])=[C:6]2[C:10]=1[N:9]([CH3:11])[N:8]=[C:7]2[N:12]([S:26]([CH3:25])(=[O:28])=[O:27])[S:26]([CH3:25])(=[O:28])=[O:27]. (10) Reactant: [C:1]([C:4]1[CH:12]=[CH:11][C:7]([C:8]([OH:10])=[O:9])=[C:6]([CH3:13])[CH:5]=1)(=[O:3])[CH3:2].[Cl:14][C:15]1[CH:16]=[C:17]([C:22](=[O:27])[C:23]([F:26])([F:25])[F:24])[CH:18]=[C:19]([Cl:21])[CH:20]=1.C(N(CC)CC)C. Product: [Cl:14][C:15]1[CH:16]=[C:17]([C:22]([OH:27])([C:23]([F:24])([F:25])[F:26])[CH2:2][C:1]([C:4]2[CH:12]=[CH:11][C:7]([C:8]([OH:10])=[O:9])=[C:6]([CH3:13])[CH:5]=2)=[O:3])[CH:18]=[C:19]([Cl:21])[CH:20]=1. The catalyst class is: 11.